From a dataset of Full USPTO retrosynthesis dataset with 1.9M reactions from patents (1976-2016). Predict the reactants needed to synthesize the given product. (1) The reactants are: [Br:1][C:2]1[CH:3]=[C:4]([C:8]#[C:9][C:10]2[CH:15]=[CH:14][C:13]([O:16][CH:17]([F:19])[F:18])=[C:12]([CH:20]3[CH2:22][CH2:21]3)[CH:11]=2)[CH:5]=[CH:6][CH:7]=1.C(=O)([O-])[O-:24].[Na+].[Na+].[Mn]([O-])(=O)(=O)=O.[K+].[Mn]([O-])(=O)(=O)=O.[OH2:40]. Given the product [Br:1][C:2]1[CH:3]=[C:4]([C:8](=[O:24])[C:9]([C:10]2[CH:15]=[CH:14][C:13]([O:16][CH:17]([F:18])[F:19])=[C:12]([CH:20]3[CH2:22][CH2:21]3)[CH:11]=2)=[O:40])[CH:5]=[CH:6][CH:7]=1, predict the reactants needed to synthesize it. (2) Given the product [Cl:1][C:2]1[C:32]([CH3:33])=[CH:31][C:5]([O:6][CH2:7][CH2:8][CH2:9][C:10]2[C:18]3[C:13](=[C:14]([C:19]4[C:20]([CH3:26])=[N:21][N:22]([CH3:25])[C:23]=4[CH3:24])[CH:15]=[CH:16][CH:17]=3)[N:12]([CH2:36][CH2:37][C:38]3[CH:47]=[CH:46][C:41]([C:42]([O:44][CH3:45])=[O:43])=[CH:40][CH:39]=3)[C:11]=2[C:27]([F:30])([F:29])[F:28])=[CH:4][C:3]=1[CH3:34], predict the reactants needed to synthesize it. The reactants are: [Cl:1][C:2]1[C:32]([CH3:33])=[CH:31][C:5]([O:6][CH2:7][CH2:8][CH2:9][C:10]2[C:18]3[C:13](=[C:14]([C:19]4[C:20]([CH3:26])=[N:21][N:22]([CH3:25])[C:23]=4[CH3:24])[CH:15]=[CH:16][CH:17]=3)[NH:12][C:11]=2[C:27]([F:30])([F:29])[F:28])=[CH:4][C:3]=1[CH3:34].Br[CH2:36][CH2:37][C:38]1[CH:47]=[CH:46][C:41]([C:42]([O:44][CH3:45])=[O:43])=[CH:40][CH:39]=1. (3) The reactants are: CN(C=O)C.Cl[C:7]1[CH:12]=[CH:11][N:10]=[C:9]([C:13]([OH:15])=[O:14])[CH:8]=1.O.[SH2:17].[Na].C[O-].[Na+].Br[C:23]1[S:27][C:26]([NH:28][C:29]2[CH:34]=[CH:33][CH:32]=[CH:31][N:30]=2)=[N:25][CH:24]=1. Given the product [N:30]1[CH:31]=[CH:32][CH:33]=[CH:34][C:29]=1[NH:28][C:26]1[S:27][C:23]([S:17][C:7]2[CH:12]=[CH:11][N:10]=[C:9]([C:13]([OH:15])=[O:14])[CH:8]=2)=[CH:24][N:25]=1, predict the reactants needed to synthesize it.